Dataset: Reaction yield outcomes from USPTO patents with 853,638 reactions. Task: Predict the reaction yield, written as a fraction of the theoretical maximum amount of product (1.0 means a 100% yield; for example, 0.34 means a 34% yield). (1) The product is [F:12][C:13]([F:26])([F:27])[C:14]1[CH:21]=[C:20]([C:22]([F:25])([F:23])[F:24])[CH:19]=[CH:18][C:15]=1[CH2:16][O:9][C:8]1[CH:10]=[CH:11][C:3]([CH:2]=[O:1])=[CH:4][C:5]=1[O:6][CH3:7]. The catalyst is CN(C=O)C. The reactants are [O:1]=[CH:2][C:3]1[CH:11]=[CH:10][C:8]([OH:9])=[C:5]([O:6][CH3:7])[CH:4]=1.[F:12][C:13]([F:27])([F:26])[C:14]1[CH:21]=[C:20]([C:22]([F:25])([F:24])[F:23])[CH:19]=[CH:18][C:15]=1[CH2:16]Br.C(=O)([O-])[O-].[K+].[K+].O. The yield is 0.980. (2) The reactants are [CH3:1][O:2][C:3](=[O:18])[CH2:4][C:5]1[CH:10]=[CH:9][C:8]([C:11]([F:14])([F:13])[F:12])=[CH:7][C:6]=1[N+:15]([O-])=O.[C:19](OC(=O)C)(=[O:21])[CH3:20]. The catalyst is C1(C)C=CC=CC=1.[Pd]. The product is [CH3:1][O:2][C:3](=[O:18])[CH2:4][C:5]1[CH:10]=[CH:9][C:8]([C:11]([F:14])([F:13])[F:12])=[CH:7][C:6]=1[NH:15][C:19](=[O:21])[CH3:20]. The yield is 0.950. (3) The reactants are [NH2:1][CH:2]([C:4]1[CH:5]=[C:6]([OH:10])[CH:7]=[CH:8][CH:9]=1)[CH3:3].C(N(CC)C(C)C)(C)C.[C:20]([O:24][C:25](O[C:25]([O:24][C:20]([CH3:23])([CH3:22])[CH3:21])=[O:26])=[O:26])([CH3:23])([CH3:22])[CH3:21]. The catalyst is C(Cl)Cl. The product is [OH:10][C:6]1[CH:5]=[C:4]([CH:2]([NH:1][C:25](=[O:26])[O:24][C:20]([CH3:23])([CH3:22])[CH3:21])[CH3:3])[CH:9]=[CH:8][CH:7]=1. The yield is 0.770. (4) The reactants are C(O)C.[CH3:4][C:5]1([CH3:23])[C:9]([CH3:11])([CH3:10])[O:8][B:7]([C:12]2[CH:22]=[CH:21][C:15]([O:16][CH2:17][C:18]([CH3:20])=[O:19])=[CH:14][CH:13]=2)[O:6]1.[BH4-].[Na+]. The catalyst is O. The product is [CH3:11][C:9]1([CH3:10])[C:5]([CH3:4])([CH3:23])[O:6][B:7]([C:12]2[CH:22]=[CH:21][C:15]([O:16][CH2:17][CH:18]([OH:19])[CH3:20])=[CH:14][CH:13]=2)[O:8]1. The yield is 0.910. (5) The reactants are Br[C:2]1[CH:3]=[N:4][CH:5]=[C:6]([N:10]2[CH2:21][CH2:20][N:19]3[C:12](=[CH:13][C:14]4[CH2:15][C:16]([CH3:23])([CH3:22])[CH2:17][C:18]=43)[C:11]2=[O:24])[C:7]=1[CH:8]=[O:9].[CH3:25][N:26]1[CH:31]=[C:30](B2OC(C)(C)C(C)(C)O2)[CH:29]=[C:28]([NH:41][C:42]2[CH:51]=[C:45]3[CH2:46][N:47]([CH3:50])[CH2:48][CH2:49][N:44]3[N:43]=2)[C:27]1=[O:52].C([O-])(=O)C.[K+].[O-]P([O-])([O-])=O.[K+].[K+].[K+]. The catalyst is O.C1C=CC(P(C2C=CC=CC=2)[C-]2C=CC=C2)=CC=1.C1C=CC(P(C2C=CC=CC=2)[C-]2C=CC=C2)=CC=1.Cl[Pd]Cl.[Fe+2].C(#N)C. The product is [CH3:22][C:16]1([CH3:23])[CH2:15][C:14]2[CH:13]=[C:12]3[N:19]([CH2:20][CH2:21][N:10]([C:6]4[CH:5]=[N:4][CH:3]=[C:2]([C:30]5[CH:29]=[C:28]([NH:41][C:42]6[CH:51]=[C:45]7[CH2:46][N:47]([CH3:50])[CH2:48][CH2:49][N:44]7[N:43]=6)[C:27](=[O:52])[N:26]([CH3:25])[CH:31]=5)[C:7]=4[CH:8]=[O:9])[C:11]3=[O:24])[C:18]=2[CH2:17]1. The yield is 0.490. (6) The reactants are [CH3:1][CH2:2][CH2:3][CH:4]([NH2:8])[CH2:5][CH2:6][CH3:7].Cl[C:10]1[CH:15]=[CH:14][CH:13]=[CH:12][C:11]=1[N:16]=[C:17]=[O:18].C(Cl)[Cl:20]. No catalyst specified. The product is [Cl:20][C:14]1[CH:13]=[CH:12][C:11]([NH:16][C:17]([NH:8][CH:4]([CH2:5][CH2:6][CH3:7])[CH2:3][CH2:2][CH3:1])=[O:18])=[CH:10][CH:15]=1. The yield is 0.670. (7) The reactants are [CH3:1][O:2][C:3]([C:5]1[S:6][C:7]([C:14]2[CH:19]=[CH:18][CH:17]=[CH:16][CH:15]=2)=[CH:8][C:9]=1[NH:10][CH:11]([CH3:13])[CH3:12])=[O:4].[C:20]([O:23][C@H:24]1[CH2:29][C@H:28]([CH3:30])[CH2:27][CH2:26][C@H:25]1[C:31](Cl)=[O:32])(=[O:22])[CH3:21].C1C=CC(P(C2C=CC=CC=2)C2C=CC=CC=2)=CC=1.C([O-])(O)=O.[Na+]. The product is [CH3:1][O:2][C:3]([C:5]1[S:6][C:7]([C:14]2[CH:15]=[CH:16][CH:17]=[CH:18][CH:19]=2)=[CH:8][C:9]=1[N:10]([CH:11]([CH3:13])[CH3:12])[C:31]([C@@H:25]1[CH2:26][CH2:27][C@@H:28]([CH3:30])[CH2:29][C@@H:24]1[O:23][C:20](=[O:22])[CH3:21])=[O:32])=[O:4]. The yield is 0.450. The catalyst is ClCCCl.C(OCC)(=O)C.